Dataset: Reaction yield outcomes from USPTO patents with 853,638 reactions. Task: Predict the reaction yield, written as a fraction of the theoretical maximum amount of product (1.0 means a 100% yield; for example, 0.34 means a 34% yield). (1) The reactants are [CH2:1]([O:3][C@H:4]([CH2:17][C:18]1[CH:23]=[CH:22][C:21]([O:24][CH2:25][CH2:26][C:27]2[CH:32]=[CH:31][C:30]([O:33][S:34]([CH3:37])(=[O:36])=[O:35])=[CH:29][CH:28]=2)=[CH:20][CH:19]=1)[C:5]([NH:7][C@H:8]([C:11]1[CH:16]=[CH:15][CH:14]=[CH:13][CH:12]=1)[CH2:9][OH:10])=[O:6])[CH3:2]. The product is [CH2:1]([O:3][C@@H:4]([CH2:17][C:18]1[CH:23]=[CH:22][C:21]([O:24][CH2:25][CH2:26][C:27]2[CH:28]=[CH:29][C:30]([O:33][S:34]([CH3:37])(=[O:35])=[O:36])=[CH:31][CH:32]=2)=[CH:20][CH:19]=1)[C:5]([NH:7][C@H:8]([C:11]1[CH:12]=[CH:13][CH:14]=[CH:15][CH:16]=1)[CH2:9][OH:10])=[O:6])[CH3:2]. The yield is 0.380. The catalyst is CCCCCCC. (2) The reactants are [C:1](=[O:4])([O-])[O-:2].[K+].[K+].O.CS(O[CH2:13][CH:14]([C:20]([CH3:22])=[CH2:21])[CH2:15][CH:16]=[C:17]([CH3:19])[CH3:18])(=O)=O. The catalyst is [Cl-].C([N+](CCCC)(CCCC)CCCC)CCC.C1(C)C=CC=CC=1. The yield is 0.862. The product is [CH3:15][C:14]([CH3:20])=[CH:13][C:1]([O:2][CH2:13][CH:14]([C:20]([CH3:22])=[CH2:21])[CH2:15][CH:16]=[C:17]([CH3:19])[CH3:18])=[O:4]. (3) The reactants are [NH2:1][C:2]1[C:3]([C:15]([NH2:17])=[O:16])=[CH:4][C:5]2[C:13]3[C:8](=[CH:9][CH:10]=[CH:11][CH:12]=3)[NH:7][C:6]=2[N:14]=1.C(=O)([O-])[O-].[Cs+].[Cs+].I[CH:25]1[CH2:28][N:27]([C:29]([O:31][C:32]([CH3:35])([CH3:34])[CH3:33])=[O:30])[CH2:26]1. The catalyst is CN(C)C=O. The product is [NH2:1][C:2]1[C:3]([C:15]([NH2:17])=[O:16])=[CH:4][C:5]2[C:13]3[C:8](=[CH:9][CH:10]=[CH:11][CH:12]=3)[N:7]([CH:25]3[CH2:26][N:27]([C:29]([O:31][C:32]([CH3:35])([CH3:34])[CH3:33])=[O:30])[CH2:28]3)[C:6]=2[N:14]=1. The yield is 0.700. (4) The reactants are [N:1]([CH:4]1[CH2:6][CH:5]1[C:7]1[CH:12]=[CH:11][CH:10]=[CH:9][CH:8]=1)=[C:2]=[O:3].C1CCN2C(=NCCC2)CC1.Cl[CH2:25][CH2:26][C:27]([C:32]1[CH:37]=[CH:36][CH:35]=[CH:34][CH:33]=1)([OH:31])[CH2:28][CH:29]=[CH2:30]. The catalyst is C1COCC1.CCOC(C)=O. The product is [CH2:28]([C:27]1([C:32]2[CH:37]=[CH:36][CH:35]=[CH:34][CH:33]=2)[O:31][C:2](=[O:3])[N:1]([CH:4]2[CH2:6][CH:5]2[C:7]2[CH:12]=[CH:11][CH:10]=[CH:9][CH:8]=2)[CH2:25][CH2:26]1)[CH:29]=[CH2:30]. The yield is 0.0600. (5) The reactants are F.F.F.C(N(CC)CC)C.C(N(CC)CC)C.[Si]([O:35][CH2:36][C@H:37]1[O:41][C@@H:40]([N:42]2[CH:49]=[C:48]([CH3:50])[C:46](=[O:47])[NH:45][C:43]2=[O:44])[C@H:39]([O:51][CH2:52][CH2:53][O:54][N:55]([CH3:57])[CH3:56])[C@@H:38]1[OH:58])(C(C)(C)C)(C1C=CC=CC=1)C1C=CC=CC=1.CO. The catalyst is C1COCC1.C(Cl)Cl. The product is [CH3:56][N:55]([CH3:57])[O:54][CH2:53][CH2:52][O:51][C@@H:39]1[C@H:38]([OH:58])[C@@H:37]([CH2:36][OH:35])[O:41][C@H:40]1[N:42]1[CH:49]=[C:48]([CH3:50])[C:46](=[O:47])[NH:45][C:43]1=[O:44]. The yield is 0.925. (6) The reactants are [N:1]1S[N:3]=[C:4]2[CH:9]=[C:8]([CH2:10][C:11]([N:13]([CH3:15])[CH3:14])=[O:12])[CH:7]=[CH:6][C:5]=12. The catalyst is [Ni].CO. The product is [NH2:3][C:4]1[CH:9]=[C:8]([CH2:10][C:11]([N:13]([CH3:14])[CH3:15])=[O:12])[CH:7]=[CH:6][C:5]=1[NH2:1]. The yield is 0.760.